Regression. Given two drug SMILES strings and cell line genomic features, predict the synergy score measuring deviation from expected non-interaction effect. From a dataset of NCI-60 drug combinations with 297,098 pairs across 59 cell lines. Drug 1: CC1CCC2CC(C(=CC=CC=CC(CC(C(=O)C(C(C(=CC(C(=O)CC(OC(=O)C3CCCCN3C(=O)C(=O)C1(O2)O)C(C)CC4CCC(C(C4)OC)O)C)C)O)OC)C)C)C)OC. Drug 2: CC(C)(C#N)C1=CC(=CC(=C1)CN2C=NC=N2)C(C)(C)C#N. Cell line: TK-10. Synergy scores: CSS=4.42, Synergy_ZIP=3.61, Synergy_Bliss=8.63, Synergy_Loewe=3.94, Synergy_HSA=4.61.